The task is: Predict the product of the given reaction.. This data is from Forward reaction prediction with 1.9M reactions from USPTO patents (1976-2016). (1) The product is: [CH3:20][C:18]1([CH3:21])[C:17]([CH3:22])([CH3:23])[O:16][B:15]([C:12]2[CH:11]=[CH:10][C:9]([C:6]3[N:7]=[N:8][N:4]([CH2:3][OH:2])[N:5]=3)=[CH:14][CH:13]=2)[O:19]1. Given the reactants C[O:2][CH2:3][N:4]1[N:8]=[N:7][C:6]([C:9]2[CH:14]=[CH:13][C:12]([B:15]3[O:19][C:18]([CH3:21])([CH3:20])[C:17]([CH3:23])([CH3:22])[O:16]3)=[CH:11][CH:10]=2)=[N:5]1.BrB(Br)Br.O, predict the reaction product. (2) Given the reactants [CH3:1][O:2][C:3]1[CH:4]=[C:5]([CH:9]([NH:11][CH3:12])[CH3:10])[CH:6]=[CH:7][CH:8]=1.C1[C:22]2[C:17](=[CH:18]C=CC=2)[CH:16]=CN=1.Cl[CH2:24][CH2:25][CH2:26][NH:27][C:28](=[O:30])[OH:29].C([O-])([O-])=O.[K+].[K+], predict the reaction product. The product is: [C:17]([O:29][C:28](=[O:30])[NH:27][CH2:26][CH2:25][CH2:24][N:11]([CH:9]([C:5]1[CH:6]=[CH:7][CH:8]=[C:3]([O:2][CH3:1])[CH:4]=1)[CH3:10])[CH3:12])([CH3:22])([CH3:18])[CH3:16]. (3) Given the reactants [OH:1][CH:2]([C:8]1[CH:9]=[N:10][CH:11]=[C:12]([C:14]2[CH:15]=[C:16]3[C:22]([C:23]4[O:24][CH:25]=[CH:26][N:27]=4)=[CH:21][N:20](COCC[Si](C)(C)C)[C:17]3=[N:18][CH:19]=2)[CH:13]=1)[C:3]([N:5]([CH3:7])[CH3:6])=[O:4], predict the reaction product. The product is: [OH:1][CH:2]([C:8]1[CH:9]=[N:10][CH:11]=[C:12]([C:14]2[CH:15]=[C:16]3[C:22]([C:23]4[O:24][CH:25]=[CH:26][N:27]=4)=[CH:21][NH:20][C:17]3=[N:18][CH:19]=2)[CH:13]=1)[C:3]([N:5]([CH3:6])[CH3:7])=[O:4]. (4) Given the reactants CN(C(ON1N=NC2C=CC=CC1=2)=[N+](C)C)C.F[P-](F)(F)(F)(F)F.[CH3:25][C:26]1[CH:31]=[C:30]([C:32]([N:34]2[CH2:43][C:42]3[CH:41]=[N:40][N:39]([CH3:44])[C:38]=3[NH:37][C:36]3[CH:45]=[CH:46][CH:47]=[CH:48][C:35]2=3)=[O:33])[CH:29]=[CH:28][C:27]=1[CH2:49][CH2:50][C:51]([OH:53])=O.[O:54]1[CH:58]=[CH:57][CH:56]=[C:55]1[C:59]([N:61]1[CH2:66][CH2:65][NH:64][CH2:63][CH2:62]1)=[O:60], predict the reaction product. The product is: [O:54]1[CH:58]=[CH:57][CH:56]=[C:55]1[C:59]([N:61]1[CH2:62][CH2:63][N:64]([C:51](=[O:53])[CH2:50][CH2:49][C:27]2[CH:28]=[CH:29][C:30]([C:32]([N:34]3[CH2:43][C:42]4[CH:41]=[N:40][N:39]([CH3:44])[C:38]=4[NH:37][C:36]4[CH:45]=[CH:46][CH:47]=[CH:48][C:35]3=4)=[O:33])=[CH:31][C:26]=2[CH3:25])[CH2:65][CH2:66]1)=[O:60]. (5) The product is: [CH3:2][NH:3][C:4](=[O:28])[CH2:5][CH2:6][NH:7][C:48]([C:43]1([CH2:42][CH:41]([CH2:51][CH2:52][C:53]2[CH:54]=[CH:55][CH:56]=[CH:57][CH:58]=2)[C:39]([O:38][CH2:31][C:18]2[CH:23]=[CH:22][CH:21]=[CH:20][CH:19]=2)=[O:40])[CH2:44][CH2:45][CH2:46][CH2:47]1)=[O:50]. Given the reactants Cl.[CH3:2][N:3](C)[CH2:4][CH2:5][CH2:6][N:7]=C=NCC.O.ON1[C:19]2[CH:20]=[CH:21][CH:22]=[CH:23][C:18]=2N=N1.CN1CC[O:28]CC1.[CH2:31]([O:38][C:39]([CH:41]([CH2:51][CH2:52][C:53]1[CH:58]=[CH:57][CH:56]=[CH:55][CH:54]=1)[CH2:42][C:43]1([C:48]([OH:50])=O)[CH2:47][CH2:46][CH2:45][CH2:44]1)=[O:40])C1C=CC=CC=1, predict the reaction product.